Dataset: Peptide-MHC class I binding affinity with 185,985 pairs from IEDB/IMGT. Task: Regression. Given a peptide amino acid sequence and an MHC pseudo amino acid sequence, predict their binding affinity value. This is MHC class I binding data. (1) The peptide sequence is NSINNQLMY. The MHC is HLA-A03:01 with pseudo-sequence HLA-A03:01. The binding affinity (normalized) is 0.219. (2) The peptide sequence is QKDPPFQWMGY. The MHC is Mamu-B52 with pseudo-sequence Mamu-B52. The binding affinity (normalized) is 0.192. (3) The peptide sequence is NSDTVDWSW. The MHC is HLA-B15:01 with pseudo-sequence HLA-B15:01. The binding affinity (normalized) is 0.0847.